Dataset: Full USPTO retrosynthesis dataset with 1.9M reactions from patents (1976-2016). Task: Predict the reactants needed to synthesize the given product. (1) The reactants are: [C:1]([O:5][C:6]([N:8]1[CH2:13][CH2:12][N:11]([C:14]2[CH:19]=[CH:18][C:17]([N+:20]([O-:22])=[O:21])=[CH:16][CH:15]=2)[CH2:10][CH2:9]1)=[O:7])([CH3:4])([CH3:3])[CH3:2].[Cl:23]N1C(=O)CCC1=O. Given the product [C:1]([O:5][C:6]([N:8]1[CH2:13][CH2:12][N:11]([C:14]2[CH:15]=[CH:16][C:17]([N+:20]([O-:22])=[O:21])=[CH:18][CH:19]=2)[CH2:10][CH:9]1[Cl:23])=[O:7])([CH3:4])([CH3:2])[CH3:3], predict the reactants needed to synthesize it. (2) Given the product [CH:1]([O:4][C:5](=[O:6])[C:7]1[CH:12]=[CH:11][CH:10]=[CH:9][C:8]=1[C:17]1[CH:22]=[CH:21][C:20]([C:23]([F:26])([F:25])[F:24])=[CH:19][N:18]=1)([CH3:3])[CH3:2], predict the reactants needed to synthesize it. The reactants are: [CH:1]([O:4][C:5]([C:7]1[CH:12]=[CH:11][CH:10]=[CH:9][C:8]=1B(O)O)=[O:6])([CH3:3])[CH3:2].Cl[C:17]1[CH:22]=[CH:21][C:20]([C:23]([F:26])([F:25])[F:24])=[CH:19][N:18]=1. (3) Given the product [CH:1]1([C:6]2[CH:7]=[CH:8][C:9]3[O:13][C:12]4[CH:14]=[C:15]([S:18]([NH:21][C@@H:22]([CH:27]([CH3:28])[CH3:29])[C:23]([OH:25])=[O:24])(=[O:20])=[O:19])[CH:16]=[CH:17][C:11]=4[C:10]=3[CH:30]=2)[CH2:2][CH2:3][CH2:4][CH2:5]1, predict the reactants needed to synthesize it. The reactants are: [CH:1]1([C:6]2[CH:7]=[CH:8][C:9]3[O:13][C:12]4[CH:14]=[C:15]([S:18]([NH:21][C@@H:22]([CH:27]([CH3:29])[CH3:28])[C:23]([O:25]C)=[O:24])(=[O:20])=[O:19])[CH:16]=[CH:17][C:11]=4[C:10]=3[CH:30]=2)[CH2:5][CH2:4][CH2:3][CH2:2]1.[Li+].[OH-]. (4) Given the product [Br:1][C:2]1[CH:8]=[CH:7][C:5]([N:6]2[CH2:22][CH2:21][CH2:20][CH2:19]2)=[CH:4][C:3]=1[O:9][CH2:10][CH2:11][N:12]1[CH2:17][CH2:16][CH2:15][CH2:14][CH2:13]1, predict the reactants needed to synthesize it. The reactants are: [Br:1][C:2]1[CH:8]=[CH:7][C:5]([NH2:6])=[CH:4][C:3]=1[O:9][CH2:10][CH2:11][N:12]1[CH2:17][CH2:16][CH2:15][CH2:14][CH2:13]1.Br[CH2:19][CH2:20][CH2:21][CH2:22]Br.C(N(C(C)C)CC)(C)C.C1(C)C=CC=CC=1. (5) Given the product [CH3:14][O:7][C:6](=[O:8])[C:5]1[CH:9]=[CH:10][C:2]([F:1])=[C:3]([N+:11]([O-:13])=[O:12])[CH:4]=1, predict the reactants needed to synthesize it. The reactants are: [F:1][C:2]1[CH:10]=[CH:9][C:5]([C:6]([OH:8])=[O:7])=[CH:4][C:3]=1[N+:11]([O-:13])=[O:12].[C:14](Cl)(=O)C(Cl)=O. (6) Given the product [CH3:1][C:2]1[CH2:3][C:12]2([CH2:16][CH2:15][CH2:14][CH2:13]2)[O:17][CH2:6][CH:7]=1, predict the reactants needed to synthesize it. The reactants are: [CH3:1][C:2]1[CH:3]=CC(S(O)(=O)=O)=[CH:6][CH:7]=1.[C:12]1(=[O:17])[CH2:16][CH2:15][CH2:14][CH2:13]1.CC(CCO)=C. (7) Given the product [F:23][C:20]1[CH:21]=[CH:22][C:17]([C@@H:15]([NH2:11])[CH3:16])=[N:18][CH:19]=1, predict the reactants needed to synthesize it. The reactants are: C([C@@H]1CC[C@@H](C)C[C@H]1[N:11]([C@H:15]([C:17]1[CH:22]=[CH:21][C:20]([F:23])=[CH:19][N:18]=1)[CH3:16])C(=O)[O-])(C)C.[Si](I)(C)(C)C. (8) Given the product [CH2:1]([N:4]1[CH2:5][CH2:6][N:7]([C:10]2[CH:15]=[CH:14][C:13]([NH2:16])=[N:12][CH:11]=2)[CH2:8][CH2:9]1)[CH:2]=[CH2:3], predict the reactants needed to synthesize it. The reactants are: [CH2:1]([N:4]1[CH2:9][CH2:8][N:7]([C:10]2[CH:11]=[N:12][C:13]([N+:16]([O-])=O)=[CH:14][CH:15]=2)[CH2:6][CH2:5]1)[CH:2]=[CH2:3].O.O.[Sn](Cl)Cl. (9) Given the product [CH3:13][C:10]1[CH:11]=[CH:12][C:7]2[N:8]([C:4]([CH2:3][S:26][C:22]3[S:21][CH:25]=[N:24][N:23]=3)=[C:5]([C:14]3[CH:19]=[CH:18][C:17]([CH3:20])=[CH:16][CH:15]=3)[N:6]=2)[CH:9]=1, predict the reactants needed to synthesize it. The reactants are: Cl.Cl[CH2:3][C:4]1[N:8]2[CH:9]=[C:10]([CH3:13])[CH:11]=[CH:12][C:7]2=[N:6][C:5]=1[C:14]1[CH:19]=[CH:18][C:17]([CH3:20])=[CH:16][CH:15]=1.[S:21]1[CH:25]=[N:24][N:23]=[C:22]1[SH:26]. (10) Given the product [CH3:1][C:2]1[CH:7]=[C:6]([C:8]2[S:12][C:11]([C:33]([OH:34])([CH3:35])[CH3:32])=[N:10][CH:9]=2)[CH:5]=[C:4]([NH:13][C:14]2[N:19]=[C:18]([C:20]([F:21])([F:23])[F:22])[CH:17]=[CH:16][N:15]=2)[CH:3]=1, predict the reactants needed to synthesize it. The reactants are: [CH3:1][C:2]1[CH:3]=[C:4]([NH:13][C:14]2[N:19]=[C:18]([C:20]([F:23])([F:22])[F:21])[CH:17]=[CH:16][N:15]=2)[CH:5]=[C:6]([C:8]2[S:12][CH:11]=[N:10][CH:9]=2)[CH:7]=1.[Li+].CC([N-]C(C)C)C.[CH3:32][C:33]([CH3:35])=[O:34].[NH4+].[Cl-].